From a dataset of Catalyst prediction with 721,799 reactions and 888 catalyst types from USPTO. Predict which catalyst facilitates the given reaction. (1) The catalyst class is: 2. Reactant: [Cl:1][C:2]1[CH:10]=[CH:9][C:8]([S:11](Cl)(=[O:13])=[O:12])=[CH:7][C:3]=1[C:4]([OH:6])=[O:5].[CH:15]1([NH2:18])[CH2:17][CH2:16]1. Product: [Cl:1][C:2]1[CH:10]=[CH:9][C:8]([S:11](=[O:13])(=[O:12])[NH:18][CH:15]2[CH2:17][CH2:16]2)=[CH:7][C:3]=1[C:4]([OH:6])=[O:5]. (2) Reactant: [NH:1]1[C:9]2[C:4](=[CH:5][CH:6]=[CH:7][CH:8]=2)[CH2:3][CH2:2]1.CC(C)([O-])C.[K+].Br[CH2:17][C:18]1[N:23]([CH2:24][CH2:25][C:26]2[CH:38]=[CH:37][C:29]([C:30]([O:32][C:33]([CH3:36])([CH3:35])[CH3:34])=[O:31])=[CH:28][CH:27]=2)[C:22](=[O:39])[C:21]([Cl:40])=[CH:20][C:19]=1[Cl:41].C(OCC)(=O)C. Product: [Cl:40][C:21]1[C:22](=[O:39])[N:23]([CH2:24][CH2:25][C:26]2[CH:38]=[CH:37][C:29]([C:30]([O:32][C:33]([CH3:34])([CH3:36])[CH3:35])=[O:31])=[CH:28][CH:27]=2)[C:18]([CH2:17][N:1]2[C:9]3[C:4](=[CH:5][CH:6]=[CH:7][CH:8]=3)[CH2:3][CH2:2]2)=[C:19]([Cl:41])[CH:20]=1. The catalyst class is: 18. (3) Reactant: C(NC(C)C)(C)C.C([Li])CCC.[N+:13](=[CH:15][C:16]([O:18][CH2:19][CH3:20])=[O:17])=[N-:14].[CH3:21][Si:22]([CH3:40])([CH3:39])[CH2:23][CH2:24][O:25][CH2:26][N:27]1[CH:31]=[C:30]([CH:32]2[CH2:37][CH2:36][C:35](=[O:38])[CH2:34][CH2:33]2)[CH:29]=[N:28]1. Product: [N+:13](=[C:15]([C:35]1([OH:38])[CH2:34][CH2:33][CH:32]([C:30]2[CH:29]=[N:28][N:27]([CH2:26][O:25][CH2:24][CH2:23][Si:22]([CH3:39])([CH3:21])[CH3:40])[CH:31]=2)[CH2:37][CH2:36]1)[C:16]([O:18][CH2:19][CH3:20])=[O:17])=[N-:14]. The catalyst class is: 1. (4) Reactant: [CH3:1][O:2][C:3]([C:5]1[C:13]2[C:8](=[C:9]([CH3:14])[CH:10]=[CH:11][CH:12]=2)[NH:7][CH:6]=1)=[O:4].Cl[CH2:16][CH2:17][CH2:18][N:19]1[CH2:24][CH2:23][O:22][CH2:21][CH2:20]1. Product: [CH3:1][O:2][C:3]([C:5]1[C:13]2[C:8](=[C:9]([CH3:14])[CH:10]=[CH:11][CH:12]=2)[N:7]([CH2:16][CH2:17][CH2:18][N:19]2[CH2:24][CH2:23][O:22][CH2:21][CH2:20]2)[CH:6]=1)=[O:4]. The catalyst class is: 3. (5) Reactant: [C:1]([N:9]1[CH2:14][CH2:13][N:12]([C:15](=[O:42])[C:16]([C:18]2[C:26]3[C:21](=[C:22]([C:29]4[N:30]=[CH:31][C:32]([C:35]([NH:37]C(C)(C)C)=[O:36])=[N:33][CH:34]=4)[N:23]=[CH:24][C:25]=3[O:27][CH3:28])[NH:20][CH:19]=2)=[O:17])[CH2:11][CH2:10]1)(=[O:8])[C:2]1[CH:7]=[CH:6][CH:5]=[CH:4][CH:3]=1.S(=O)(=O)(O)O. Product: [C:1]([N:9]1[CH2:14][CH2:13][N:12]([C:15](=[O:42])[C:16]([C:18]2[C:26]3[C:21](=[C:22]([C:29]4[N:30]=[CH:31][C:32]([C:35]([NH2:37])=[O:36])=[N:33][CH:34]=4)[N:23]=[CH:24][C:25]=3[O:27][CH3:28])[NH:20][CH:19]=2)=[O:17])[CH2:11][CH2:10]1)(=[O:8])[C:2]1[CH:7]=[CH:6][CH:5]=[CH:4][CH:3]=1. The catalyst class is: 5. (6) Reactant: [Cl:1][C:2]1[CH:7]=[CH:6][C:5]([NH:8][C:9](=[O:15])[O:10][C:11]([CH3:14])([CH3:13])[CH3:12])=[CH:4][CH:3]=1.C([Li])(CC)C.[F:21][CH:22]([F:34])[O:23][C:24]1[C:31]([O:32][CH3:33])=[CH:30][CH:29]=[CH:28][C:25]=1[CH:26]=[O:27].[Cl-].[NH4+]. Product: [Cl:1][C:2]1[CH:3]=[CH:4][C:5]([NH:8][C:9](=[O:15])[O:10][C:11]([CH3:12])([CH3:14])[CH3:13])=[C:6]([CH:26]([C:25]2[CH:28]=[CH:29][CH:30]=[C:31]([O:32][CH3:33])[C:24]=2[O:23][CH:22]([F:21])[F:34])[OH:27])[CH:7]=1. The catalyst class is: 392. (7) Reactant: N#N.[NH:3]1[C:7]2[CH:8]=[CH:9][CH:10]=[CH:11][C:6]=2[N:5]=[C:4]1[CH:12]([NH:25]C(=O)OC(C)(C)C)[CH2:13][C:14]1[CH:19]=[CH:18][C:17]([C:20]([F:23])([F:22])[F:21])=[CH:16][C:15]=1[F:24].Cl. Product: [NH:3]1[C:7]2[CH:8]=[CH:9][CH:10]=[CH:11][C:6]=2[N:5]=[C:4]1[CH:12]([NH2:25])[CH2:13][C:14]1[CH:19]=[CH:18][C:17]([C:20]([F:22])([F:21])[F:23])=[CH:16][C:15]=1[F:24]. The catalyst class is: 135.